From a dataset of Catalyst prediction with 721,799 reactions and 888 catalyst types from USPTO. Predict which catalyst facilitates the given reaction. The catalyst class is: 28. Reactant: [N+:1]([C:4]1[CH:9]=[CH:8][CH:7]=[CH:6][C:5]=1[C:10]1[CH:18]=[CH:17][CH:16]=[C:15]2[C:11]=1[CH2:12][CH2:13][C:14]2=[O:19])([O-])=O.P(OCC)(OCC)OCC.C1C2NC3C(=CC=CC=3)C=2C=CC=1. Product: [CH2:12]1[C:11]2[C:10]3[C:5]4[CH:6]=[CH:7][CH:8]=[CH:9][C:4]=4[NH:1][C:18]=3[CH:17]=[CH:16][C:15]=2[C:14](=[O:19])[CH2:13]1.